From a dataset of Full USPTO retrosynthesis dataset with 1.9M reactions from patents (1976-2016). Predict the reactants needed to synthesize the given product. (1) Given the product [Br:1][C:2]1[CH:3]=[CH:4][C:5](/[C:8](/[C:11]2[CH:12]=[CH:13][C:14]([NH:17][C:24](=[O:25])[C:23]3[C:27]([CH3:28])=[C:19]([F:18])[CH:20]=[N:21][CH:22]=3)=[N:15][CH:16]=2)=[CH:9]/[CH3:10])=[CH:6][CH:7]=1, predict the reactants needed to synthesize it. The reactants are: [Br:1][C:2]1[CH:7]=[CH:6][C:5]([C:8]([C:11]2[CH:12]=[CH:13][C:14]([NH2:17])=[N:15][CH:16]=2)=[CH:9][CH3:10])=[CH:4][CH:3]=1.[F:18][C:19]1[CH:20]=[N:21][CH:22]=[C:23]([C:27]=1[CH3:28])[C:24](O)=[O:25].C(Cl)CCl. (2) Given the product [CH3:10][N:11]([CH3:12])[CH2:1][CH:2]([C:3]1[CH:8]=[CH:7][CH:6]=[CH:5][CH:4]=1)[OH:9], predict the reactants needed to synthesize it. The reactants are: [CH2:1]1[O:9][CH:2]1[C:3]1[CH:8]=[CH:7][CH:6]=[CH:5][CH:4]=1.[CH3:10][NH:11][CH3:12]. (3) Given the product [Br:1][C:2]1[CH:3]=[C:4]([C:9]2[CH:14]=[CH:13][C:12]([CH2:15][N:16]([CH3:29])[C:17]([C:19]3[C:27]4[C:22](=[CH:23][CH:24]=[CH:25][CH:26]=4)[N:21]([CH3:28])[CH:20]=3)=[O:18])=[CH:11][CH:10]=2)[CH:5]=[CH:6][C:7]=1[O:8][CH2:31][C:32]#[N:33], predict the reactants needed to synthesize it. The reactants are: [Br:1][C:2]1[CH:3]=[C:4]([C:9]2[CH:14]=[CH:13][C:12]([CH2:15][N:16]([CH3:29])[C:17]([C:19]3[C:27]4[C:22](=[CH:23][CH:24]=[CH:25][CH:26]=4)[N:21]([CH3:28])[CH:20]=3)=[O:18])=[CH:11][CH:10]=2)[CH:5]=[CH:6][C:7]=1[OH:8].Br[CH2:31][C:32]#[N:33].C(=O)([O-])[O-].[K+].[K+]. (4) Given the product [C:29]([O:28][C:26]([N:11]1[CH2:10][C@@H:9]([C:4]2[CH:3]=[C:2]([F:1])[CH:7]=[C:6]([F:8])[CH:5]=2)[N:18]([CH2:19][C:20]([O-:22])=[O:21])[C:17](=[O:25])[C:12]21[CH2:13][CH2:14][CH2:15][CH2:16]2)=[O:27])([CH3:32])([CH3:30])[CH3:31].[Li+:33], predict the reactants needed to synthesize it. The reactants are: [F:1][C:2]1[CH:3]=[C:4]([C@H:9]2[N:18]([CH2:19][C:20]([O:22]CC)=[O:21])[C:17](=[O:25])[C:12]3([CH2:16][CH2:15][CH2:14][CH2:13]3)[N:11]([C:26]([O:28][C:29]([CH3:32])([CH3:31])[CH3:30])=[O:27])[CH2:10]2)[CH:5]=[C:6]([F:8])[CH:7]=1.[Li+:33].[OH-].Cl. (5) Given the product [Cl:1][C:2]1[C:3]([CH2:9][NH:10][C:11]2[C:16]([F:17])=[C:15]([O:18][CH3:19])[CH:14]=[C:13]([O:20][CH3:21])[C:12]=2[F:22])=[CH:4][N:5]=[C:6]([C:26]#[N:27])[CH:7]=1, predict the reactants needed to synthesize it. The reactants are: [Cl:1][C:2]1[CH:7]=[C:6](Cl)[N:5]=[CH:4][C:3]=1[CH2:9][NH:10][C:11]1[C:16]([F:17])=[C:15]([O:18][CH3:19])[CH:14]=[C:13]([O:20][CH3:21])[C:12]=1[F:22].ClCCl.[CH3:26][N:27](C)C=O.